Dataset: Catalyst prediction with 721,799 reactions and 888 catalyst types from USPTO. Task: Predict which catalyst facilitates the given reaction. (1) The catalyst class is: 1. Reactant: [C:1]([O:5][C:6](=[O:20])[NH:7][C@@H:8]1[C:14](=[O:15])[NH:13][C:12]2[CH:16]=[CH:17][CH:18]=[CH:19][C:11]=2[NH:10][CH2:9]1)([CH3:4])([CH3:3])[CH3:2].[Li+].C[Si]([N-][Si](C)(C)C)(C)C.[I-].[Na+].[Br:33][C:34]1[CH:43]=[CH:42][CH:41]=[C:40]2[C:35]=1[CH:36]=[CH:37][C:38]([O:46][CH3:47])=[C:39]2[CH2:44]Cl. Product: [C:1]([O:5][C:6](=[O:20])[NH:7][C@@H:8]1[C:14](=[O:15])[N:13]([CH2:44][C:39]2[C:40]3[C:35](=[C:34]([Br:33])[CH:43]=[CH:42][CH:41]=3)[CH:36]=[CH:37][C:38]=2[O:46][CH3:47])[C:12]2[CH:16]=[CH:17][CH:18]=[CH:19][C:11]=2[NH:10][CH2:9]1)([CH3:4])([CH3:2])[CH3:3]. (2) Reactant: C(OC([N:8]1[CH2:13][CH2:12][N:11]([C:14]2[CH:19]=[CH:18][C:17]([C:20]3[CH:21]=[C:22]4[C:28]([C:29]5[CH:30]=[N:31][N:32]([CH2:34][C:35]6[CH:40]=[CH:39][CH:38]=[C:37]([F:41])[CH:36]=6)[CH:33]=5)=[CH:27][N:26](C(OC(C)(C)C)=O)[C:23]4=[N:24][CH:25]=3)=[CH:16][C:15]=2[NH:49][S:50]([CH3:53])(=[O:52])=[O:51])[CH2:10][CH2:9]1)=O)(C)(C)C.CO.[ClH:56]. Product: [ClH:56].[F:41][C:37]1[CH:36]=[C:35]([CH:40]=[CH:39][CH:38]=1)[CH2:34][N:32]1[CH:33]=[C:29]([C:28]2[C:22]3[C:23](=[N:24][CH:25]=[C:20]([C:17]4[CH:18]=[CH:19][C:14]([N:11]5[CH2:10][CH2:9][NH:8][CH2:13][CH2:12]5)=[C:15]([NH:49][S:50]([CH3:53])(=[O:52])=[O:51])[CH:16]=4)[CH:21]=3)[NH:26][CH:27]=2)[CH:30]=[N:31]1. The catalyst class is: 27.